This data is from Forward reaction prediction with 1.9M reactions from USPTO patents (1976-2016). The task is: Predict the product of the given reaction. (1) Given the reactants [CH3:1][O:2][C:3](=[O:18])[C:4]1[C:5](=[CH:10][C:11]([CH2:16]Br)=[C:12]([CH2:14]Br)[CH:13]=1)[C:6]([O:8][CH3:9])=[O:7].[OH:19][C:20]1[CH:21]=[C:22]([C:29]#[N:30])[C:23](=[CH:26][C:27]=1[OH:28])[C:24]#[N:25].C(=O)([O-])[O-].[K+].[K+], predict the reaction product. The product is: [CH3:1][O:2][C:3]([C:4]1[C:5]([C:6]([O:8][CH3:9])=[O:7])=[CH:10][C:11]2[CH2:16][O:19][C:20]3[CH:21]=[C:22]([C:29]#[N:30])[C:23]([C:24]#[N:25])=[CH:26][C:27]=3[O:28][CH2:14][C:12]=2[CH:13]=1)=[O:18]. (2) Given the reactants [CH3:1][S:2][CH2:3][CH2:4][OH:5].[H-].[Na+].Cl[CH2:9][C:10]([OH:12])=[O:11].Cl.[Cl-].[Na+], predict the reaction product. The product is: [CH3:1][S:2][CH2:3][CH2:4][O:5][CH2:9][C:10]([OH:12])=[O:11]. (3) Given the reactants N#N.[C:3]1([P:9]([C:16]2[CH:21]=[CH:20][CH:19]=[CH:18][CH:17]=2)[C:10]2[CH:15]=[CH:14][CH:13]=[CH:12][CH:11]=2)[CH:8]=[CH:7][CH:6]=[CH:5][CH:4]=1.[F:22][B-:23]([F:26])([F:25])[F:24].[H+], predict the reaction product. The product is: [F:22][B-:23]([F:26])([F:25])[F:24].[C:16]1([PH+:9]([C:3]2[CH:4]=[CH:5][CH:6]=[CH:7][CH:8]=2)[C:10]2[CH:15]=[CH:14][CH:13]=[CH:12][CH:11]=2)[CH:17]=[CH:18][CH:19]=[CH:20][CH:21]=1. (4) The product is: [Cl:18][C:15]1[CH:16]=[CH:17][C:2]([NH:1][C:24](=[O:25])[C:23]2[CH:27]=[CH:28][C:20]([F:19])=[CH:21][CH:22]=2)=[C:3]([CH:14]=1)[C:4]([NH:6][C:7]1[CH:12]=[CH:11][C:10]([Cl:13])=[CH:9][N:8]=1)=[O:5]. Given the reactants [NH2:1][C:2]1[CH:17]=[CH:16][C:15]([Cl:18])=[CH:14][C:3]=1[C:4]([NH:6][C:7]1[CH:12]=[CH:11][C:10]([Cl:13])=[CH:9][N:8]=1)=[O:5].[F:19][C:20]1[CH:28]=[CH:27][C:23]([C:24](Cl)=[O:25])=[CH:22][CH:21]=1.O, predict the reaction product. (5) Given the reactants [NH2:1][C:2]1[C:7]([NH2:8])=[CH:6][C:5]([N+:9]([O-:11])=[O:10])=[CH:4][N:3]=1.[C:12](O)(=O)[CH2:13][OH:14].[NH4+].[OH-], predict the reaction product. The product is: [N+:9]([C:5]1[CH:6]=[C:7]2[N:8]=[C:12]([CH2:13][OH:14])[NH:1][C:2]2=[N:3][CH:4]=1)([O-:11])=[O:10].